The task is: Predict which catalyst facilitates the given reaction.. This data is from Catalyst prediction with 721,799 reactions and 888 catalyst types from USPTO. Reactant: C([Li])CCC.Br[C:7]1[CH:8]=[C:9]2[C:14](=[CH:15][CH:16]=1)[N:13]=[C:12]([O:17][CH3:18])[C:11]([CH2:19][O:20][Si:21]([CH:28]([CH3:30])[CH3:29])([CH:25]([CH3:27])[CH3:26])[CH:22]([CH3:24])[CH3:23])=[C:10]2[Cl:31].[CH3:32][C:33]1[C:38]([C:39]([C:41]2[N:45]([CH3:46])[N:44]=[N:43][CH:42]=2)=[O:40])=[CH:37][CH:36]=[C:35]([CH3:47])[N:34]=1. Product: [Cl:31][C:10]1[C:9]2[C:14](=[CH:15][CH:16]=[C:7]([C:39]([C:38]3[C:33]([CH3:32])=[N:34][C:35]([CH3:47])=[CH:36][CH:37]=3)([C:41]3[N:45]([CH3:46])[N:44]=[N:43][CH:42]=3)[OH:40])[CH:8]=2)[N:13]=[C:12]([O:17][CH3:18])[C:11]=1[CH2:19][O:20][Si:21]([CH:28]([CH3:30])[CH3:29])([CH:25]([CH3:27])[CH3:26])[CH:22]([CH3:24])[CH3:23]. The catalyst class is: 1.